This data is from Reaction yield outcomes from USPTO patents with 853,638 reactions. The task is: Predict the reaction yield, written as a fraction of the theoretical maximum amount of product (1.0 means a 100% yield; for example, 0.34 means a 34% yield). (1) The reactants are C(OC([N:8]([C:16]1[C:21]([C:22]2[O:26][N:25]=[C:24]([C:27]3[CH:32]=[CH:31][C:30]([CH2:33][N:34](C(OC(C)(C)C)=O)[CH:35]4[CH2:40][CH2:39][O:38][CH2:37][CH2:36]4)=[CH:29][CH:28]=3)[CH:23]=2)=[N:20][C:19]([C:48]2[CH:53]=[CH:52][C:51]([S:54]([CH:57]([CH3:59])[CH3:58])(=[O:56])=[O:55])=[CH:50][CH:49]=2)=[CH:18][N:17]=1)C(=O)OC(C)(C)C)=O)(C)(C)C.C(O)(C(F)(F)F)=O.[OH-].[Na+]. The catalyst is C(Cl)Cl.CCO. The product is [CH:57]([S:54]([C:51]1[CH:52]=[CH:53][C:48]([C:19]2[N:20]=[C:21]([C:22]3[O:26][N:25]=[C:24]([C:27]4[CH:32]=[CH:31][C:30]([CH2:33][NH:34][CH:35]5[CH2:36][CH2:37][O:38][CH2:39][CH2:40]5)=[CH:29][CH:28]=4)[CH:23]=3)[C:16]([NH2:8])=[N:17][CH:18]=2)=[CH:49][CH:50]=1)(=[O:56])=[O:55])([CH3:59])[CH3:58]. The yield is 0.980. (2) The reactants are [O:1]=[C:2]1[CH:6]=[C:5]([C@@H:7]2[CH2:12][CH2:11][N:10]([C:13]([O:15][CH3:16])=[O:14])[C@@H:9]([C:17]3[CH:22]=[CH:21][CH:20]=[CH:19][CH:18]=3)[CH2:8]2)[O:4][NH:3]1. The catalyst is CCCCCCC.CCO. The product is [O:1]=[C:2]1[CH:6]=[C:5]([C@H:7]2[CH2:12][CH2:11][N:10]([C:13]([O:15][CH3:16])=[O:14])[C@H:9]([C:17]3[CH:22]=[CH:21][CH:20]=[CH:19][CH:18]=3)[CH2:8]2)[O:4][NH:3]1. The yield is 0.320. (3) The reactants are [OH-].[Na+].C([O:5][C:6](=[O:31])[C@@H:7]([OH:30])[C@@H:8]([NH:16][C:17](=[O:29])[C:18]1[CH:23]=[CH:22][CH:21]=[C:20]([O:24]C(=O)C)[C:19]=1[CH3:28])[CH2:9][C:10]1[CH:15]=[CH:14][CH:13]=[CH:12][CH:11]=1)C. The catalyst is O1CCCC1. The product is [OH:30][C@@H:7]([C@@H:8]([NH:16][C:17](=[O:29])[C:18]1[CH:23]=[CH:22][CH:21]=[C:20]([OH:24])[C:19]=1[CH3:28])[CH2:9][C:10]1[CH:11]=[CH:12][CH:13]=[CH:14][CH:15]=1)[C:6]([OH:31])=[O:5]. The yield is 0.928. (4) The reactants are [CH2:1]([N:8]1[CH2:13][CH:12]2[CH:14]([NH:15][C:16]3[CH:17]=[C:18]4[C:22](=[CH:23][CH:24]=3)[N:21](C(=O)C(C)(C)C)[N:20]=[CH:19]4)[CH:9]1[CH2:10][CH2:11]2)[C:2]1[CH:7]=[CH:6][CH:5]=[CH:4][CH:3]=1.C12C(NC3C=C4C(=CC=3)N(C(=O)C(C)(C)C)N=C4)C(CC1)CN2.C(=O)([O-])[O-].[K+].[K+]. The catalyst is CO. The product is [CH2:1]([N:8]1[CH2:13][CH:12]2[CH:14]([NH:15][C:16]3[CH:17]=[C:18]4[C:22](=[CH:23][CH:24]=3)[NH:21][N:20]=[CH:19]4)[CH:9]1[CH2:10][CH2:11]2)[C:2]1[CH:7]=[CH:6][CH:5]=[CH:4][CH:3]=1. The yield is 0.500. (5) The yield is 0.610. The reactants are [NH2:1][C:2]1[C:11]2[C:6](=[C:7](I)[C:8]([F:12])=[CH:9][CH:10]=2)[N:5]=[N:4][C:3]=1[C:14]([NH:16][CH:17]1[CH2:19][CH2:18]1)=[O:15].[F:20][C:21]1[CH:22]=[C:23](B(O)O)[CH:24]=[N:25][C:26]=1[O:27][CH3:28]. No catalyst specified. The product is [NH2:1][C:2]1[C:11]2[C:6](=[C:7]([C:23]3[CH:24]=[N:25][C:26]([O:27][CH3:28])=[C:21]([F:20])[CH:22]=3)[C:8]([F:12])=[CH:9][CH:10]=2)[N:5]=[N:4][C:3]=1[C:14]([NH:16][CH:17]1[CH2:19][CH2:18]1)=[O:15]. (6) The reactants are [C:1]([N:8]1[CH2:16][CH2:15][CH:11]([C:12](O)=[O:13])[CH2:10][CH2:9]1)([O:3][C:4]([CH3:7])([CH3:6])[CH3:5])=[O:2].[CH3:17][N:18](C(ON1N=NC2C=CC=NC1=2)=[N+](C)C)[CH3:19].F[P-](F)(F)(F)(F)F.CCN(C(C)C)C(C)C.Cl.CNC. The catalyst is C(Cl)(Cl)Cl.CN(C=O)C. The product is [C:4]([O:3][C:1]([N:8]1[CH2:16][CH2:15][CH:11]([C:12](=[O:13])[N:18]([CH3:19])[CH3:17])[CH2:10][CH2:9]1)=[O:2])([CH3:7])([CH3:6])[CH3:5]. The yield is 0.700. (7) The reactants are [O:1]1[CH2:6][CH2:5][CH2:4][CH2:3][N:2]1[C:7]1[N:12]=[C:11]([NH:13][CH2:14][CH2:15][CH3:16])[N:10]=[C:9]([NH:17][CH2:18][CH2:19][CH3:20])[N:8]=1.[OH:21][S:22]([OH:25])(=[O:24])=[O:23]. No catalyst specified. The product is [S:22]([OH:25])([OH:24])(=[O:23])=[O:21].[O:1]1[CH2:6][CH2:5][CH2:4][CH2:3][N:2]1[C:7]1[N:12]=[C:11]([NH:13][CH2:14][CH2:15][CH3:16])[N:10]=[C:9]([NH:17][CH2:18][CH2:19][CH3:20])[N:8]=1. The yield is 1.00. (8) The reactants are [NH:1]1[CH2:6][CH2:5][S:4][CH2:3][CH2:2]1.CCN(CC)CC.[N+:14]([C:17]1[CH:25]=[CH:24][C:20]([C:21](Cl)=[O:22])=[CH:19][CH:18]=1)([O-:16])=[O:15]. The catalyst is C(Cl)Cl. The product is [N+:14]([C:17]1[CH:18]=[CH:19][C:20]([C:21]([N:1]2[CH2:6][CH2:5][S:4][CH2:3][CH2:2]2)=[O:22])=[CH:24][CH:25]=1)([O-:16])=[O:15]. The yield is 0.990. (9) The reactants are [F:1][C:2]1[CH:3]=[C:4]([CH:7]=[CH:8][C:9]=1F)[C:5]#[N:6].[OH:11][CH:12]1[CH2:17][CH2:16][N:15]([C:18]([O:20][C:21]([CH3:24])([CH3:23])[CH3:22])=[O:19])[CH2:14][CH2:13]1.[H-].[Na+]. The catalyst is C1COCC1. The product is [C:5]([C:4]1[CH:7]=[CH:8][C:9]([O:11][CH:12]2[CH2:13][CH2:14][N:15]([C:18]([O:20][C:21]([CH3:24])([CH3:23])[CH3:22])=[O:19])[CH2:16][CH2:17]2)=[C:2]([F:1])[CH:3]=1)#[N:6]. The yield is 0.390.